This data is from Forward reaction prediction with 1.9M reactions from USPTO patents (1976-2016). The task is: Predict the product of the given reaction. (1) Given the reactants [CH2:1]([O:3][C:4]1[CH:13]=[C:12](I)[CH:11]=[CH:10][C:5]=1[C:6]([O:8][CH3:9])=[O:7])[CH3:2].[B:15]1([B:15]2[O:19][C:18]([CH3:21])([CH3:20])[C:17]([CH3:23])([CH3:22])[O:16]2)[O:19][C:18]([CH3:21])([CH3:20])[C:17]([CH3:23])([CH3:22])[O:16]1.C([O-])(=O)C.[K+], predict the reaction product. The product is: [CH2:1]([O:3][C:4]1[CH:13]=[C:12]([B:15]2[O:19][C:18]([CH3:21])([CH3:20])[C:17]([CH3:23])([CH3:22])[O:16]2)[CH:11]=[CH:10][C:5]=1[C:6]([O:8][CH3:9])=[O:7])[CH3:2]. (2) Given the reactants COC(N([C@@H](C1C=CC=CC=1)C)C(=O)[CH:7]([CH2:14][CH:15]=[CH2:16])[CH2:8][CH2:9][CH2:10][CH2:11][CH2:12][CH3:13])=O.[CH3:26][O-:27].[Na+].C1C[O:32][CH2:31]C1, predict the reaction product. The product is: [CH2:11]([CH:10]([CH2:9][CH2:8][CH2:7][CH2:14][CH2:15][CH3:16])[C:26]([O:32][CH3:31])=[O:27])[CH:12]=[CH2:13]. (3) Given the reactants [S:1](N)(N)(=[O:3])=[O:2].[C:6]1([NH:12][C:13]2[C:22]([NH2:23])=[C:21]3[C:16](C=CC=N3)=[CH:15][CH:14]=2)[CH:11]=[CH:10][CH:9]=[CH:8][CH:7]=1, predict the reaction product. The product is: [C:6]1([N:12]2[C:13]3=[C:14]4[C:15](=[CH:16][CH:21]=[C:22]3[NH:23][S:1]2(=[O:3])=[O:2])[CH:8]=[CH:7][CH:6]=[N:12]4)[CH:7]=[CH:8][CH:9]=[CH:10][CH:11]=1. (4) Given the reactants C1CCC(N=C=NC2CCCCC2)CC1.[N+:16]([C:19]1[CH:24]=[C:23]([Cl:25])[C:22]([Cl:26])=[CH:21][C:20]=1[CH2:27][C:28]([N:30]([CH3:49])[C@@H:31]1[C:40]2[C:35](=[CH:36][CH:37]=[C:38]([N+:41]([O-:43])=[O:42])[CH:39]=2)CC[C@H:32]1[N:44]1[CH2:48][CH2:47][CH2:46][CH2:45]1)=[O:29])([O-:18])=[O:17].[N+](C1C=C([Cl:59])C(Cl)=CC=1CC(O)=O)([O-])=O.N1C=CC=CC=1.Cl.O(CC)CC.Cl, predict the reaction product. The product is: [N+:16]([C:19]1[CH:24]=[C:23]([Cl:25])[C:22]([Cl:26])=[CH:21][C:20]=1[CH2:27][C:28]([N:30]([CH3:49])[C@@H:31]([C:40]1[CH:35]=[CH:36][CH:37]=[C:38]([N+:41]([O-:43])=[O:42])[CH:39]=1)[CH2:32][N:44]1[CH2:48][CH2:47][CH2:46][CH2:45]1)=[O:29])([O-:18])=[O:17].[ClH:59]. (5) Given the reactants C[Si](C)(C)CC[O:5][C:6](=[O:37])[C:7]1[CH:12]=[C:11]([C:13]2[CH:14]=[N:15][C:16]([C:21]([F:24])([F:23])[F:22])=[CH:17][C:18]=2[C:19]#[N:20])[C:10]([Cl:25])=[CH:9][C:8]=1[O:26][CH2:27][CH2:28][CH2:29][C:30]([O:32][C:33]([CH3:36])([CH3:35])[CH3:34])=[O:31].[F-].C([N+](CCCC)(CCCC)CCCC)CCC, predict the reaction product. The product is: [C:33]([O:32][C:30]([CH2:29][CH2:28][CH2:27][O:26][C:8]1[CH:9]=[C:10]([Cl:25])[C:11]([C:13]2[CH:14]=[N:15][C:16]([C:21]([F:23])([F:24])[F:22])=[CH:17][C:18]=2[C:19]#[N:20])=[CH:12][C:7]=1[C:6]([OH:37])=[O:5])=[O:31])([CH3:36])([CH3:34])[CH3:35]. (6) Given the reactants [CH3:1][O:2][C:3](=[O:14])[CH2:4][CH2:5][C:6]([N:8]1[CH2:13][CH:12]2[CH:10]([NH:11]2)[CH2:9]1)=[O:7].C(=O)(O)[O-].[Na+].[CH:20]([C:23]1[CH:28]=[C:27]([CH:29]([CH3:31])[CH3:30])[CH:26]=[C:25]([CH:32]([CH3:34])[CH3:33])[C:24]=1[S:35](Cl)(=[O:37])=[O:36])([CH3:22])[CH3:21], predict the reaction product. The product is: [CH3:1][O:2][C:3](=[O:14])[CH2:4][CH2:5][C:6](=[O:7])[N:8]1[CH2:9][CH:10]2[CH:12]([N:11]2[S:35]([C:24]2[C:25]([CH:32]([CH3:33])[CH3:34])=[CH:26][C:27]([CH:29]([CH3:31])[CH3:30])=[CH:28][C:23]=2[CH:20]([CH3:22])[CH3:21])(=[O:37])=[O:36])[CH2:13]1. (7) The product is: [C:11]([C:9]1[CH:8]=[C:7]([CH:15]([N+:16]#[C-:17])[S:19]([C:22]2[CH:23]=[CH:24][C:25]([CH3:26])=[CH:27][CH:28]=2)(=[O:21])=[O:20])[CH:6]=[C:5]([C:1]([CH3:4])([CH3:3])[CH3:2])[CH:10]=1)([CH3:13])([CH3:14])[CH3:12]. Given the reactants [C:1]([C:5]1[CH:6]=[C:7]([CH:15]([S:19]([C:22]2[CH:28]=[CH:27][C:25]([CH3:26])=[CH:24][CH:23]=2)(=[O:21])=[O:20])[NH:16][CH:17]=O)[CH:8]=[C:9]([C:11]([CH3:14])([CH3:13])[CH3:12])[CH:10]=1)([CH3:4])([CH3:3])[CH3:2].O=P(Cl)(Cl)Cl.N1C=C(C)C=CC=1C.C([O-])(O)=O.[Na+], predict the reaction product. (8) The product is: [Cl:1][C:2]1[C:3]([F:11])=[C:4]([C:5]2[C:18]([CH3:19])=[C:15]([C:16]([OH:24])=[O:17])[O:7][N:6]=2)[CH:8]=[CH:9][CH:10]=1. Given the reactants [Cl:1][C:2]1[C:3]([F:11])=[C:4]([CH:8]=[CH:9][CH:10]=1)/[CH:5]=[N:6]/[OH:7].ClC1C(F)=[C:15]([CH:18]=[CH:19]C=1)[CH:16]=[O:17].Cl.N[OH:24].[OH-].[Na+].Cl, predict the reaction product. (9) Given the reactants [F:1][C:2]1[C:3](/[C:9](=[N:11]\O)/[CH3:10])=[N:4][CH:5]=[C:6]([F:8])[CH:7]=1.[C:13](OC(=O)C)(=[O:15])[CH3:14], predict the reaction product. The product is: [F:1][C:2]1[C:3]([C:9]([NH:11][C:13](=[O:15])[CH3:14])=[CH2:10])=[N:4][CH:5]=[C:6]([F:8])[CH:7]=1. (10) The product is: [Cl:36][C:37]1[CH:38]=[CH:39][C:40]([N+:43]([O-:45])=[O:44])=[C:41]([CH:42]=1)[O:1][C:2]1[CH:10]=[C:9]2[C:5]([C:6]([CH2:20][N:21]([CH3:29])[C:22](=[O:28])[O:23][C:24]([CH3:25])([CH3:26])[CH3:27])=[CH:7][N:8]2[S:11]([C:14]2[CH:15]=[N:16][CH:17]=[CH:18][CH:19]=2)(=[O:12])=[O:13])=[CH:4][CH:3]=1. Given the reactants [OH:1][C:2]1[CH:10]=[C:9]2[C:5]([C:6]([CH2:20][N:21]([CH3:29])[C:22](=[O:28])[O:23][C:24]([CH3:27])([CH3:26])[CH3:25])=[CH:7][N:8]2[S:11]([C:14]2[CH:15]=[N:16][CH:17]=[CH:18][CH:19]=2)(=[O:13])=[O:12])=[CH:4][CH:3]=1.C(=O)([O-])[O-].[Cs+].[Cs+].[Cl:36][C:37]1[CH:42]=[CH:41][C:40]([N+:43]([O-:45])=[O:44])=[C:39](F)[CH:38]=1.O, predict the reaction product.